Dataset: Full USPTO retrosynthesis dataset with 1.9M reactions from patents (1976-2016). Task: Predict the reactants needed to synthesize the given product. (1) The reactants are: CC(OC(/N=N/C(OC(C)C)=O)=O)C.[OH:15][C:16]1[CH:17]=[C:18]([CH:24]2[CH2:28][NH:27][C:26](=[O:29])[CH2:25]2)[CH:19]=[CH:20][C:21]=1[O:22][CH3:23].[CH2:30](O)[CH:31]=[CH:32][C:33]1[CH:38]=[CH:37][CH:36]=[CH:35][CH:34]=1.C1(P(C2C=CC=CC=2)C2C=CC=CC=2)C=CC=CC=1. Given the product [CH2:30]([O:15][C:16]1[CH:17]=[C:18]([CH:24]2[CH2:28][NH:27][C:26](=[O:29])[CH2:25]2)[CH:19]=[CH:20][C:21]=1[O:22][CH3:23])[CH:31]=[CH:32][C:33]1[CH:38]=[CH:37][CH:36]=[CH:35][CH:34]=1, predict the reactants needed to synthesize it. (2) Given the product [F:9][C:10]([F:21])([F:22])[O:11][C:12]1[CH:20]=[CH:19][C:15]([C:16]2[CH2:29][CH:28]([C:27]3[CH:30]=[CH:31][C:24]([NH2:23])=[CH:25][CH:26]=3)[O:18][N:17]=2)=[CH:14][CH:13]=1, predict the reactants needed to synthesize it. The reactants are: ClN1C(=O)CCC1=O.[F:9][C:10]([F:22])([F:21])[O:11][C:12]1[CH:20]=[CH:19][C:15]([CH:16]=[N:17][OH:18])=[CH:14][CH:13]=1.[NH2:23][C:24]1[CH:31]=[CH:30][C:27]([CH:28]=[CH2:29])=[CH:26][CH:25]=1.C(N(CC)CC)C. (3) Given the product [C:1]([O:5][C:6](=[O:7])[NH:8][C:9]1[CH:14]=[CH:13][C:12]([S:15][C:16]2[CH:24]=[CH:23][C:19]([C:20](=[O:22])[NH:47][CH:45]([C:41]3[CH:40]=[N:39][CH:44]=[CH:43][CH:42]=3)[CH3:46])=[CH:18][C:17]=2[NH:25][C:26]2[C:27]3[CH:35]=[CH:34][C:33]([CH:36]([CH3:38])[CH3:37])=[N:32][C:28]=3[N:29]=[CH:30][N:31]=2)=[CH:11][CH:10]=1)([CH3:4])([CH3:3])[CH3:2], predict the reactants needed to synthesize it. The reactants are: [C:1]([O:5][C:6]([NH:8][C:9]1[CH:14]=[CH:13][C:12]([S:15][C:16]2[CH:24]=[CH:23][C:19]([C:20]([OH:22])=O)=[CH:18][C:17]=2[NH:25][C:26]2[C:27]3[CH:35]=[CH:34][C:33]([CH:36]([CH3:38])[CH3:37])=[N:32][C:28]=3[N:29]=[CH:30][N:31]=2)=[CH:11][CH:10]=1)=[O:7])([CH3:4])([CH3:3])[CH3:2].[N:39]1[CH:44]=[CH:43][CH:42]=[C:41]([CH:45]([NH2:47])[CH3:46])[CH:40]=1. (4) Given the product [CH:1]([C:4]1[CH:9]=[CH:8][C:7]([CH:10]2[C:14]3[C:15]([CH3:29])=[C:16]([NH:21][C:22](=[O:28])[CH2:23][C:24]([CH3:25])([CH3:27])[CH3:26])[C:17]([CH3:20])=[C:18]([CH3:19])[C:13]=3[O:12][CH2:11]2)=[CH:6][C:5]=1[O:30][CH3:31])([CH3:3])[CH3:2], predict the reactants needed to synthesize it. The reactants are: [C:1]([C:4]1[CH:9]=[CH:8][C:7]([CH:10]2[C:14]3[C:15]([CH3:29])=[C:16]([NH:21][C:22](=[O:28])[CH2:23][C:24]([CH3:27])([CH3:26])[CH3:25])[C:17]([CH3:20])=[C:18]([CH3:19])[C:13]=3[O:12][CH2:11]2)=[CH:6][C:5]=1[O:30][CH3:31])([CH3:3])=[CH2:2].